The task is: Predict the reaction yield, written as a fraction of the theoretical maximum amount of product (1.0 means a 100% yield; for example, 0.34 means a 34% yield).. This data is from Reaction yield outcomes from USPTO patents with 853,638 reactions. The reactants are CN(C(ON1N=NC2C=CC=NC1=2)=[N+](C)C)C.F[P-](F)(F)(F)(F)F.[NH2:25][CH2:26][C:27]1[C:28]([F:44])=[C:29]([O:34][C:35]2[CH:36]=[C:37]([CH:40]=[C:41]([Cl:43])[CH:42]=2)[C:38]#[N:39])[C:30]([Cl:33])=[CH:31][CH:32]=1.[CH3:45][C:46]([O:49][C:50]([NH:52][C:53]1[CH:54]=[C:55]2[C:59](=[CH:60][CH:61]=1)[NH:58][C:57]([C:62](O)=[O:63])=[CH:56]2)=[O:51])([CH3:48])[CH3:47].CCN(C(C)C)C(C)C. The catalyst is CN(C=O)C.CCOC(C)=O.O. The product is [Cl:33][C:30]1[CH:31]=[CH:32][C:27]([CH2:26][NH:25][C:62]([C:57]2[NH:58][C:59]3[C:55]([CH:56]=2)=[CH:54][C:53]([NH:52][C:50](=[O:51])[O:49][C:46]([CH3:47])([CH3:45])[CH3:48])=[CH:61][CH:60]=3)=[O:63])=[C:28]([F:44])[C:29]=1[O:34][C:35]1[CH:36]=[C:37]([C:38]#[N:39])[CH:40]=[C:41]([Cl:43])[CH:42]=1. The yield is 0.600.